Dataset: Peptide-MHC class II binding affinity with 134,281 pairs from IEDB. Task: Regression. Given a peptide amino acid sequence and an MHC pseudo amino acid sequence, predict their binding affinity value. This is MHC class II binding data. (1) The peptide sequence is GKLFTQTMKGVERLA. The MHC is DRB1_0802 with pseudo-sequence DRB1_0802. The binding affinity (normalized) is 0.214. (2) The peptide sequence is EHKYFAATQFEPLAA. The MHC is HLA-DQA10301-DQB10302 with pseudo-sequence HLA-DQA10301-DQB10302. The binding affinity (normalized) is 0.434.